From a dataset of Reaction yield outcomes from USPTO patents with 853,638 reactions. Predict the reaction yield, written as a fraction of the theoretical maximum amount of product (1.0 means a 100% yield; for example, 0.34 means a 34% yield). (1) The reactants are [C:1]([O:9][C:10]1[CH:15]=[CH:14][CH:13]=[C:12]([N+:16]([O-])=O)[CH:11]=1)(=[O:8])[C:2]1[CH:7]=[CH:6][CH:5]=[CH:4][CH:3]=1.O.O.[Sn](Cl)Cl.C(=O)([O-])[O-].[Na+].[Na+]. The catalyst is C(O)C. The product is [C:1]([O:9][C:10]1[CH:15]=[CH:14][CH:13]=[C:12]([NH2:16])[CH:11]=1)(=[O:8])[C:2]1[CH:3]=[CH:4][CH:5]=[CH:6][CH:7]=1. The yield is 1.00. (2) The reactants are [CH3:1][N:2]1[C:10]2[C:5](=[CH:6][CH:7]=[CH:8][C:9]=2[CH2:11][C:12]([NH2:14])=[O:13])[CH:4]=[CH:3]1.[Br:15][C:16]1[CH:17]=[C:18]2[C:22](=[CH:23][CH:24]=1)[NH:21][CH:20]=[C:19]2[C:25](=O)[C:26](OC)=[O:27].CC(C)([O-])C.[K+].C1COCC1. The catalyst is CN(C=O)C. The product is [Br:15][C:16]1[CH:17]=[C:18]2[C:22](=[CH:23][CH:24]=1)[NH:21][CH:20]=[C:19]2[C:25]1[C:26](=[O:27])[NH:14][C:12](=[O:13])[C:11]=1[C:9]1[CH:8]=[CH:7][CH:6]=[C:5]2[C:10]=1[N:2]([CH3:1])[CH:3]=[CH:4]2. The yield is 0.450. (3) The yield is 0.820. The reactants are [F:1][C:2]1[CH:3]=[C:4]([CH:9]=[CH:10][C:11]=1[CH:12]([O:14][C:15]1[CH:20]=[CH:19][CH:18]=[CH:17][CH:16]=1)[CH3:13])[C:5]([O:7]C)=[O:6].[OH-].[Li+]. The product is [F:1][C:2]1[CH:3]=[C:4]([CH:9]=[CH:10][C:11]=1[CH:12]([O:14][C:15]1[CH:20]=[CH:19][CH:18]=[CH:17][CH:16]=1)[CH3:13])[C:5]([OH:7])=[O:6]. The catalyst is O1CCCC1.CO.O. (4) The reactants are [Cl:1][C:2]1[CH:7]=[CH:6][C:5]([N:8]2[CH2:12][CH2:11][CH:10]([C:13]([OH:15])=O)[CH2:9]2)=[CH:4][CH:3]=1.CO[N-]C. The catalyst is O1CCCC1. The product is [Cl:1][C:2]1[CH:3]=[CH:4][C:5]([N:8]2[CH2:12][CH2:11][CH:10]([C:13](=[O:15])[CH2:4][CH2:3][CH:2]=[CH2:7])[CH2:9]2)=[CH:6][CH:7]=1. The yield is 0.870. (5) The reactants are [NH2:1][C:2]1[C:10]2[C:5](=[CH:6][N:7]=[CH:8][CH:9]=2)[S:4][C:3]=1[CH2:11][OH:12].N1C=CN=C1.[CH3:18][C:19]([Si:22](Cl)([CH3:24])[CH3:23])([CH3:21])[CH3:20]. The catalyst is C(Cl)Cl. The product is [Si:22]([O:12][CH2:11][C:3]1[S:4][C:5]2=[CH:6][N:7]=[CH:8][CH:9]=[C:10]2[C:2]=1[NH2:1])([C:19]([CH3:21])([CH3:20])[CH3:18])([CH3:24])[CH3:23]. The yield is 0.334. (6) The reactants are C[O:2][C:3]1[CH:12]=[C:11]2[C:6]([CH:7]=[C:8]([CH2:13][C:14]([O:16][CH2:17][CH3:18])=[O:15])[CH:9]=[N:10]2)=[CH:5][CH:4]=1.ClC1C(CC(OCC)=O)=CC2C(=CC(OC)=CC=2)N=1.ClC1C(CC(OCC)=O)=CC2C(=CC=CC=2OC)N=1. The catalyst is CCOC(C)=O.CCO.[Pd]. The product is [OH:2][C:3]1[CH:12]=[C:11]2[C:6]([CH:7]=[C:8]([CH2:13][C:14]([O:16][CH2:17][CH3:18])=[O:15])[CH:9]=[N:10]2)=[CH:5][CH:4]=1. The yield is 0.350. (7) The reactants are [C:1]([O:7][CH2:8][CH3:9])(=[O:6])[CH2:2][C:3]([CH3:5])=O.C([O-])(=O)C.[Na+].[CH2:15]([O:17][C:18](=[O:30])[C:19](=[N:28]O)[C:20](=O)[C:21]1[CH:26]=[CH:25][CH:24]=[CH:23][CH:22]=1)[CH3:16].ClCCl. The catalyst is C(O)(=O)C.[Zn]. The product is [CH3:5][C:3]1[NH:28][C:19]([C:18]([O:17][CH2:15][CH3:16])=[O:30])=[C:20]([C:21]2[CH:26]=[CH:25][CH:24]=[CH:23][CH:22]=2)[C:2]=1[C:1]([O:7][CH2:8][CH3:9])=[O:6]. The yield is 0.570.